This data is from NCI-60 drug combinations with 297,098 pairs across 59 cell lines. The task is: Regression. Given two drug SMILES strings and cell line genomic features, predict the synergy score measuring deviation from expected non-interaction effect. (1) Drug 1: CC(C)(C#N)C1=CC(=CC(=C1)CN2C=NC=N2)C(C)(C)C#N. Drug 2: C1CNP(=O)(OC1)N(CCCl)CCCl. Cell line: HCT116. Synergy scores: CSS=-6.89, Synergy_ZIP=3.37, Synergy_Bliss=-1.02, Synergy_Loewe=-7.18, Synergy_HSA=-7.67. (2) Cell line: SNB-19. Synergy scores: CSS=24.8, Synergy_ZIP=-6.03, Synergy_Bliss=1.53, Synergy_Loewe=-0.703, Synergy_HSA=-0.675. Drug 1: CC1C(C(=O)NC(C(=O)N2CCCC2C(=O)N(CC(=O)N(C(C(=O)O1)C(C)C)C)C)C(C)C)NC(=O)C3=C4C(=C(C=C3)C)OC5=C(C(=O)C(=C(C5=N4)C(=O)NC6C(OC(=O)C(N(C(=O)CN(C(=O)C7CCCN7C(=O)C(NC6=O)C(C)C)C)C)C(C)C)C)N)C. Drug 2: CC(C)(C#N)C1=CC(=CC(=C1)CN2C=NC=N2)C(C)(C)C#N. (3) Drug 1: CN(C)N=NC1=C(NC=N1)C(=O)N. Drug 2: CC1CCC2CC(C(=CC=CC=CC(CC(C(=O)C(C(C(=CC(C(=O)CC(OC(=O)C3CCCCN3C(=O)C(=O)C1(O2)O)C(C)CC4CCC(C(C4)OC)O)C)C)O)OC)C)C)C)OC. Cell line: A549. Synergy scores: CSS=17.6, Synergy_ZIP=-13.9, Synergy_Bliss=-10.9, Synergy_Loewe=-33.9, Synergy_HSA=-11.0. (4) Drug 1: CCC1=CC2CC(C3=C(CN(C2)C1)C4=CC=CC=C4N3)(C5=C(C=C6C(=C5)C78CCN9C7C(C=CC9)(C(C(C8N6C)(C(=O)OC)O)OC(=O)C)CC)OC)C(=O)OC.C(C(C(=O)O)O)(C(=O)O)O. Drug 2: C1=NC2=C(N1)C(=S)N=C(N2)N. Cell line: UACC62. Synergy scores: CSS=55.6, Synergy_ZIP=-1.76, Synergy_Bliss=2.91, Synergy_Loewe=-2.94, Synergy_HSA=6.00.